Dataset: Forward reaction prediction with 1.9M reactions from USPTO patents (1976-2016). Task: Predict the product of the given reaction. (1) Given the reactants [F:1][C:2]1[CH:3]=[C:4]2[C:9](=[CH:10][C:11]=1[O:12][CH2:13][C@H:14]([O:16][CH3:17])[CH3:15])[N:8]=[C:7]([CH3:18])[CH:6]=[CH:5]2.[O:19]1CCOCC1, predict the reaction product. The product is: [F:1][C:2]1[CH:3]=[C:4]2[C:9](=[CH:10][C:11]=1[O:12][CH2:13][C@H:14]([O:16][CH3:17])[CH3:15])[N:8]=[C:7]([CH:18]=[O:19])[CH:6]=[CH:5]2. (2) Given the reactants [S:1]1[CH:5]=[CH:4][N:3]=[C:2]1[NH2:6].C([Mg]Cl)(C)C.[CH:12]1([C:15]2[NH:19][N:18]=[C:17]([NH:20][C:21]3[C:22]4[CH2:37][CH2:36][CH2:35][C:23]=4[N:24]=[C:25]([N:27]4[CH2:32][C@@H:31]5[CH2:33][C@H:28]4[C:29](=[O:34])[O:30]5)[N:26]=3)[CH:16]=2)[CH2:14][CH2:13]1, predict the reaction product. The product is: [CH:12]1([C:15]2[NH:19][N:18]=[C:17]([NH:20][C:21]3[C:22]4[CH2:37][CH2:36][CH2:35][C:23]=4[N:24]=[C:25]([N:27]4[CH2:32][C@@H:31]([OH:30])[CH2:33][C@H:28]4[C:29]([NH:6][C:2]4[S:1][CH:5]=[CH:4][N:3]=4)=[O:34])[N:26]=3)[CH:16]=2)[CH2:14][CH2:13]1. (3) Given the reactants [Cl:1][C:2]1[CH:18]=[C:17]([N+:19]([O-:21])=[O:20])[CH:16]=[CH:15][C:3]=1[O:4][C:5]1[CH:12]=[CH:11][CH:10]=[C:9]([O:13]C)[C:6]=1[CH:7]=[O:8].ClCCl.B(Br)(Br)Br.O, predict the reaction product. The product is: [Cl:1][C:2]1[CH:18]=[C:17]([N+:19]([O-:21])=[O:20])[CH:16]=[CH:15][C:3]=1[O:4][C:5]1[CH:12]=[CH:11][CH:10]=[C:9]([OH:13])[C:6]=1[CH:7]=[O:8]. (4) Given the reactants [C:1]1([C@@H:7]([CH2:14][C:15]2[CH:20]=[CH:19][C:18]([O:21][CH2:22][CH2:23][CH2:24][NH:25][C:26]3[N:31]=[CH:30][CH:29]=[CH:28][N:27]=3)=[CH:17][CH:16]=2)[CH2:8][C:9]([O:11][CH2:12][CH3:13])=[O:10])[CH:6]=[CH:5][CH:4]=[CH:3][CH:2]=1.Cl, predict the reaction product. The product is: [C:1]1([C@@H:7]([CH2:14][C:15]2[CH:20]=[CH:19][C:18]([O:21][CH2:22][CH2:23][CH2:24][NH:25][C:26]3[NH:31][CH2:30][CH2:29][CH2:28][N:27]=3)=[CH:17][CH:16]=2)[CH2:8][C:9]([O:11][CH2:12][CH3:13])=[O:10])[CH:2]=[CH:3][CH:4]=[CH:5][CH:6]=1. (5) Given the reactants Cl[C:2]1[CH:7]=[C:6]([O:8][C:9]2[CH:18]=[C:17]3[C:12]([CH2:13][CH2:14][CH:15]([C:19]([OH:21])=[O:20])[CH2:16]3)=[CH:11][CH:10]=2)[CH:5]=[CH:4][N:3]=1.[CH3:22][O:23][C:24]1[CH:29]=[CH:28][C:27]([CH2:30][NH:31][CH3:32])=[CH:26][CH:25]=1.[OH-].[Na+], predict the reaction product. The product is: [CH3:22][O:23][C:24]1[CH:29]=[CH:28][C:27]([CH2:30][N:31]([CH3:32])[C:2]2[CH:7]=[C:6]([O:8][C:9]3[CH:18]=[C:17]4[C:12]([CH2:13][CH2:14][CH:15]([C:19]([OH:21])=[O:20])[CH2:16]4)=[CH:11][CH:10]=3)[CH:5]=[CH:4][N:3]=2)=[CH:26][CH:25]=1.